From a dataset of Catalyst prediction with 721,799 reactions and 888 catalyst types from USPTO. Predict which catalyst facilitates the given reaction. (1) Reactant: C(OC([N:8]1[CH2:13][CH2:12][CH:11]([C:14]2[CH:19]=[C:18]([CH3:20])[C:17]([C:21]([N:23](C(OCC3C=CC=CC=3)=O)[C:24]([NH2:26])=[NH:25])=[O:22])=[CH:16][C:15]=2[C:37]([F:40])([F:39])[F:38])[CH2:10][CH2:9]1)=O)(C)(C)C.Cl.[CH3:42][OH:43]. Product: [CH3:20][C:18]1[CH:19]=[C:14]([CH:11]2[CH2:12][CH2:13][NH:8][CH2:9][CH2:10]2)[C:15]([C:37]([F:38])([F:39])[F:40])=[CH:16][C:17]=1[C:21]([NH:23][C:24]([NH:26][C:42]([O:22][CH2:21][C:17]1[CH:18]=[CH:19][CH:14]=[CH:15][CH:16]=1)=[O:43])=[NH:25])=[O:22]. The catalyst class is: 12. (2) Reactant: [CH3:1][C:2]1[CH:20]=[C:19]([N+:21]([O-])=O)[CH:18]=[CH:17][C:3]=1[O:4][C:5]1[CH:6]=[C:7]([C:11]2([C:14]([NH2:16])=[O:15])[CH2:13][CH2:12]2)[CH:8]=[CH:9][CH:10]=1.C(O)C.[Cl-].[Ca+2].[Cl-]. Product: [NH2:21][C:19]1[CH:18]=[CH:17][C:3]([O:4][C:5]2[CH:6]=[C:7]([C:11]3([C:14]([NH2:16])=[O:15])[CH2:13][CH2:12]3)[CH:8]=[CH:9][CH:10]=2)=[C:2]([CH3:1])[CH:20]=1. The catalyst class is: 6. (3) Reactant: [CH:1]([C:3]1[CH:8]=[CH:7][C:6]([NH:9][C:10]([CH2:12][CH2:13][CH2:14][CH2:15][N:16]([CH3:43])[C:17]([CH2:19][CH2:20][N:21]2[CH2:26][CH2:25][CH:24]([O:27][C:28](=[O:42])[NH:29][C:30]3[CH:35]=[CH:34][CH:33]=[CH:32][C:31]=3[C:36]3[CH:41]=[CH:40][CH:39]=[CH:38][CH:37]=3)[CH2:23][CH2:22]2)=[O:18])=[O:11])=[CH:5][CH:4]=1)=O.C(O)(=O)C.[NH2:48][CH2:49][C@@H:50]([C:59]1[CH:68]=[CH:67][C:66]([OH:69])=[C:65]2[C:60]=1[CH:61]=[CH:62][C:63](=[O:70])[NH:64]2)[O:51][Si:52]([C:55]([CH3:58])([CH3:57])[CH3:56])([CH3:54])[CH3:53].C(Cl)Cl.C(O[BH-](OC(=O)C)OC(=O)C)(=O)C.[Na+]. Product: [Si:52]([O:51][C@H:50]([C:59]1[CH:68]=[CH:67][C:66]([OH:69])=[C:65]2[C:60]=1[CH:61]=[CH:62][C:63](=[O:70])[NH:64]2)[CH2:49][NH:48][CH2:1][C:3]1[CH:4]=[CH:5][C:6]([NH:9][C:10]([CH2:12][CH2:13][CH2:14][CH2:15][N:16]([CH3:43])[C:17]([CH2:19][CH2:20][N:21]2[CH2:22][CH2:23][CH:24]([O:27][C:28](=[O:42])[NH:29][C:30]3[CH:35]=[CH:34][CH:33]=[CH:32][C:31]=3[C:36]3[CH:37]=[CH:38][CH:39]=[CH:40][CH:41]=3)[CH2:25][CH2:26]2)=[O:18])=[O:11])=[CH:7][CH:8]=1)([C:55]([CH3:58])([CH3:57])[CH3:56])([CH3:54])[CH3:53]. The catalyst class is: 5. (4) Reactant: [Cl:1][C:2]1[CH:3]=[C:4]([CH2:8][CH2:9][NH2:10])[CH:5]=[N:6][CH:7]=1.[C:11](O[C:11]([O:13][C:14]([CH3:17])([CH3:16])[CH3:15])=[O:12])([O:13][C:14]([CH3:17])([CH3:16])[CH3:15])=[O:12]. Product: [C:14]([O:13][C:11](=[O:12])[NH:10][CH2:9][CH2:8][C:4]1[CH:5]=[N:6][CH:7]=[C:2]([Cl:1])[CH:3]=1)([CH3:17])([CH3:16])[CH3:15]. The catalyst class is: 1. (5) Reactant: [NH2:1][C:2]([C:4]1[CH:9]=[C:8]([C:10]([NH:12][CH2:13][C:14]([CH3:17])([CH3:16])[CH3:15])=[O:11])[CH:7]=[CH:6][C:5]=1[C:18]1[C:23]([CH3:24])=[C:22]([F:25])[CH:21]=[C:20]([C:26]([O:28]C(C)(C)C)=[O:27])[CH:19]=1)=[O:3].C([SiH](CC)CC)C.C(O)(C(F)(F)F)=O. Product: [NH2:1][C:2]([C:4]1[CH:9]=[C:8]([C:10]([NH:12][CH2:13][C:14]([CH3:17])([CH3:16])[CH3:15])=[O:11])[CH:7]=[CH:6][C:5]=1[C:18]1[C:23]([CH3:24])=[C:22]([F:25])[CH:21]=[C:20]([C:26]([OH:28])=[O:27])[CH:19]=1)=[O:3]. The catalyst class is: 2. (6) Reactant: [Si]([O:8][CH2:9][C:10]1[CH:11]=[C:12]2[C:16](=[CH:17][CH:18]=1)[N:15]([C:19]([O:21][C:22]([CH3:25])([CH3:24])[CH3:23])=[O:20])[C:14]([C:26]1[C:27]([Cl:36])=[N:28][C:29]3[C:34]([CH:35]=1)=[CH:33][CH:32]=[CH:31][CH:30]=3)=[CH:13]2)(C(C)(C)C)(C)C.F.F.F.C(N(CC)CC)C. Product: [Cl:36][C:27]1[C:26]([C:14]2[N:15]([C:19]([O:21][C:22]([CH3:25])([CH3:24])[CH3:23])=[O:20])[C:16]3[C:12]([CH:13]=2)=[CH:11][C:10]([CH2:9][OH:8])=[CH:18][CH:17]=3)=[CH:35][C:34]2[C:29](=[CH:30][CH:31]=[CH:32][CH:33]=2)[N:28]=1. The catalyst class is: 10. (7) Reactant: [Br-].[CH2:2]([N+:4]([CH2:7][CH2:8][OH:9])([CH3:6])[CH3:5])[CH3:3].[F:10][S:11]([N-:14][S:15]([F:18])(=[O:17])=[O:16])(=[O:13])=[O:12].[K+]. Product: [F:10][S:11]([N-:14][S:15]([F:18])(=[O:17])=[O:16])(=[O:13])=[O:12].[CH2:2]([N+:4]([CH2:7][CH2:8][OH:9])([CH3:6])[CH3:5])[CH3:3]. The catalyst class is: 23.